This data is from Forward reaction prediction with 1.9M reactions from USPTO patents (1976-2016). The task is: Predict the product of the given reaction. Given the reactants [CH3:1][C:2]1([C:8]2[CH:13]=[CH:12][CH:11]=[CH:10][CH:9]=2)[C:5](=[O:6])[CH2:4][C:3]1=[O:7].[CH:14](=O)[C:15]1[CH:20]=[CH:19][CH:18]=[CH:17][CH:16]=1.[CH3:22][C:23]([NH:36][C:37](=[O:39])[CH3:38])([CH3:35])[CH2:24][C:25]1[C:33]2[C:28](=[CH:29][C:30]([CH3:34])=[CH:31][CH:32]=2)[NH:27][CH:26]=1, predict the reaction product. The product is: [OH:6][C:5]1[C:2]([CH3:1])([C:8]2[CH:13]=[CH:12][CH:11]=[CH:10][CH:9]=2)[C:3](=[O:7])[C:4]=1[CH:14]([C:15]1[CH:20]=[CH:19][CH:18]=[CH:17][CH:16]=1)[C:26]1[NH:27][C:28]2[C:33]([C:25]=1[CH2:24][C:23]([NH:36][C:37](=[O:39])[CH3:38])([CH3:22])[CH3:35])=[CH:32][CH:31]=[C:30]([CH3:34])[CH:29]=2.